Dataset: Full USPTO retrosynthesis dataset with 1.9M reactions from patents (1976-2016). Task: Predict the reactants needed to synthesize the given product. (1) Given the product [CH2:9]([C:16]1[CH:17]=[C:18]([N:22]2[CH2:26][CH:25]([O:27][CH3:28])[CH:24]([O:29][CH3:30])[CH2:23]2)[CH:19]=[CH:20][C:21]=1[I:1])[C:10]1[CH:11]=[CH:12][CH:13]=[CH:14][CH:15]=1, predict the reactants needed to synthesize it. The reactants are: [I:1]N1C(=O)CCC1=O.[CH2:9]([C:16]1[CH:17]=[C:18]([N:22]2[CH2:26][C@H:25]([O:27][CH3:28])[C@H:24]([O:29][CH3:30])[CH2:23]2)[CH:19]=[CH:20][CH:21]=1)[C:10]1[CH:15]=[CH:14][CH:13]=[CH:12][CH:11]=1.S([O-])([O-])(=O)=S.[Na+].[Na+]. (2) Given the product [F:8][C:9]1[CH:15]=[CH:14][C:12]2[NH:13][C:6](=[O:7])[NH:5][S:2](=[O:4])(=[O:3])[C:11]=2[CH:10]=1, predict the reactants needed to synthesize it. The reactants are: Cl[S:2]([N:5]=[C:6]=[O:7])(=[O:4])=[O:3].[F:8][C:9]1[CH:15]=[CH:14][C:12]([NH2:13])=[CH:11][CH:10]=1.[Cl-].[Al+3].[Cl-].[Cl-]. (3) Given the product [Cl:1][C:2]1[CH:10]=[C:9]([F:11])[C:8]([N:12]2[C:17](=[O:18])[CH:16]=[C:15]([C:19]([F:21])([F:22])[F:20])[N:14]([CH3:23])[C:13]2=[O:24])=[CH:7][C:3]=1[C:4]([Cl:28])=[O:5], predict the reactants needed to synthesize it. The reactants are: [Cl:1][C:2]1[CH:10]=[C:9]([F:11])[C:8]([N:12]2[C:17](=[O:18])[CH:16]=[C:15]([C:19]([F:22])([F:21])[F:20])[N:14]([CH3:23])[C:13]2=[O:24])=[CH:7][C:3]=1[C:4](O)=[O:5].C(Cl)(=O)C([Cl:28])=O.